This data is from Forward reaction prediction with 1.9M reactions from USPTO patents (1976-2016). The task is: Predict the product of the given reaction. (1) Given the reactants Cl.[CH3:2][C:3]1[CH:8]=[C:7]([C:9](=[O:38])[CH2:10][C@H:11]([C:19]2[CH:24]=[CH:23][C:22]([C:25]3[CH2:30][CH2:29][N:28](C(OC(C)(C)C)=O)[CH2:27][CH:26]=3)=[CH:21][CH:20]=2)[C:12]2[CH:17]=[CH:16][CH:15]=[CH:14][C:13]=2[CH3:18])[CH:6]=[CH:5][N:4]=1.C(N(CC)C(C)C)(C)C.[CH3:48][S:49](Cl)(=[O:51])=[O:50], predict the reaction product. The product is: [CH3:2][C:3]1[CH:8]=[C:7]([C:9](=[O:38])[CH2:10][C@H:11]([C:19]2[CH:24]=[CH:23][C:22]([C:25]3[CH2:30][CH2:29][N:28]([S:49]([CH3:48])(=[O:51])=[O:50])[CH2:27][CH:26]=3)=[CH:21][CH:20]=2)[C:12]2[CH:17]=[CH:16][CH:15]=[CH:14][C:13]=2[CH3:18])[CH:6]=[CH:5][N:4]=1. (2) The product is: [CH3:11][O:12][C:13]1[CH:14]=[CH:2][CH:3]=[C:4]2[C:5]=1[CH2:6][CH2:7][CH2:8][CH:9]2[NH2:10]. Given the reactants O1[C:5]2[CH2:6][CH2:7][CH2:8][CH:9]([NH2:10])[C:4]=2[CH:3]=[CH:2]1.[CH3:11][O:12][C:13]1C=CC=C2[C:14]=1CCCC2=O, predict the reaction product. (3) Given the reactants [F:1][CH:2]([F:16])[O:3][C:4]1[CH:9]=[CH:8][CH:7]=[CH:6][C:5]=1/[CH:10]=[CH:11]/[C:12]([O:14][CH3:15])=[O:13].C(O)(=[O:26])C=CC1C=CC=CC=1, predict the reaction product. The product is: [F:1][CH:2]([F:16])[O:3][C:4]1[CH:9]=[CH:8][CH:7]=[CH:6][C:5]=1[CH2:10][C@@H:11]([OH:26])[C:12]([O:14][CH3:15])=[O:13]. (4) Given the reactants [CH2:1]([O:8][C:9]1[CH:10]=[C:11]([CH:24]=[C:25]([O:27][CH2:28][C:29]2[CH:34]=[CH:33][CH:32]=[CH:31][CH:30]=2)[CH:26]=1)[C:12]1[O:13][C:14]2[C:19]([C:20](=[O:22])[CH:21]=1)=[CH:18][CH:17]=[C:16]([OH:23])[CH:15]=2)[C:2]1[CH:7]=[CH:6][CH:5]=[CH:4][CH:3]=1.[H-].[Na+].[CH2:37]([CH:39]1[O:41][CH2:40]1)Cl, predict the reaction product. The product is: [CH2:28]([O:27][C:25]1[CH:24]=[C:11]([CH:10]=[C:9]([O:8][CH2:1][C:2]2[CH:3]=[CH:4][CH:5]=[CH:6][CH:7]=2)[CH:26]=1)[C:12]1[O:13][C:14]2[C:19]([C:20](=[O:22])[CH:21]=1)=[CH:18][CH:17]=[C:16]([O:23][CH2:37][CH:39]1[O:41][CH2:40]1)[CH:15]=2)[C:29]1[CH:34]=[CH:33][CH:32]=[CH:31][CH:30]=1.